Predict the reaction yield, written as a fraction of the theoretical maximum amount of product (1.0 means a 100% yield; for example, 0.34 means a 34% yield). From a dataset of Reaction yield outcomes from USPTO patents with 853,638 reactions. (1) The reactants are [C:1]([N:5]([C:13]1[N:23]=[CH:22][C:21]2[C:20]3[S:24][C:25]([C:27](=[O:36])[NH:28][C:29]4[CH:34]=[CH:33][CH:32]=[CH:31][C:30]=4[Cl:35])=[CH:26][C:19]=3[CH2:18][CH2:17][O:16][C:15]=2[CH:14]=1)[C:6](=[O:12])[O:7][C:8]([CH3:11])([CH3:10])[CH3:9])([CH3:4])([CH3:3])[CH3:2].[CH3:37]I.[H-].[Na+]. No catalyst specified. The product is [C:1]([N:5]([C:13]1[N:23]=[CH:22][C:21]2[C:20]3[S:24][C:25]([C:27](=[O:36])[N:28]([C:29]4[CH:34]=[CH:33][CH:32]=[CH:31][C:30]=4[Cl:35])[CH3:37])=[CH:26][C:19]=3[CH2:18][CH2:17][O:16][C:15]=2[CH:14]=1)[C:6](=[O:12])[O:7][C:8]([CH3:11])([CH3:10])[CH3:9])([CH3:2])([CH3:3])[CH3:4]. The yield is 0.780. (2) The reactants are C(Cl)(=O)C(Cl)=O.CS(C)=O.[OH:11][CH2:12][CH:13]1[CH2:21][C:20]2[C:15](=[CH:16][CH:17]=[C:18]([O:22][C:23]3[CH:31]=[CH:30][C:26]([C:27]([NH2:29])=[O:28])=[CH:25][N:24]=3)[CH:19]=2)[CH2:14]1.CCN(CC)CC. The catalyst is C(Cl)Cl. The product is [CH:12]([CH:13]1[CH2:21][C:20]2[C:15](=[CH:16][CH:17]=[C:18]([O:22][C:23]3[CH:31]=[CH:30][C:26]([C:27]([NH2:29])=[O:28])=[CH:25][N:24]=3)[CH:19]=2)[CH2:14]1)=[O:11]. The yield is 0.840. (3) The yield is 0.940. The catalyst is C(Cl)Cl.[Br-].C([N+](CCCC)(CCCC)CCCC)CCC.[Cl-].[Na+].O.CC1(C)N([O])C(C)(C)CCC1. The reactants are [F:1][C:2]1[CH:7]=[C:6]([I:8])[CH:5]=[C:4]([F:9])[C:3]=1[CH:10]([OH:12])[CH3:11].C(=O)([O-])O.[Na+].Cl[O-].[Na+]. The product is [F:1][C:2]1[CH:7]=[C:6]([I:8])[CH:5]=[C:4]([F:9])[C:3]=1[C:10](=[O:12])[CH3:11]. (4) The reactants are [C:1](Cl)(Cl)=[O:2].[CH3:5][O:6][C:7]([C:9]1[NH:10][C:11]([C:15]([CH3:18])([CH3:17])[CH3:16])=[CH:12][C:13]=1[NH2:14])=[O:8].N1C=CC=CC=1.[NH2:25][C:26]1[CH:31]=[CH:30][C:29]([CH3:32])=[CH:28][CH:27]=1. The catalyst is C1(C)C=CC=CC=1. The product is [CH3:5][O:6][C:7]([C:9]1[NH:10][C:11]([C:15]([CH3:18])([CH3:17])[CH3:16])=[CH:12][C:13]=1[NH:14][C:1]([NH:25][C:26]1[CH:31]=[CH:30][C:29]([CH3:32])=[CH:28][CH:27]=1)=[O:2])=[O:8]. The yield is 0.800. (5) The reactants are [CH3:1][C:2]1[N:3]([C:8]2[CH:12]=[C:11]([C:13](=[O:18])N(OC)C)[N:10]([CH2:19][CH2:20][NH:21][C:22](=[O:28])[O:23][C:24]([CH3:27])([CH3:26])[CH3:25])[N:9]=2)[C:4]([CH3:7])=[CH:5][CH:6]=1.[CH3:29][Mg+].[Br-]. The catalyst is C1COCC1. The product is [C:13]([C:11]1[N:10]([CH2:19][CH2:20][NH:21][C:22](=[O:28])[O:23][C:24]([CH3:26])([CH3:25])[CH3:27])[N:9]=[C:8]([N:3]2[C:4]([CH3:7])=[CH:5][CH:6]=[C:2]2[CH3:1])[CH:12]=1)(=[O:18])[CH3:29]. The yield is 0.780. (6) The reactants are [C:1]([N:5]1[CH2:10][CH2:9][CH:8]([NH:11][C:12](=[O:24])[NH:13][C:14]2[CH:23]=[CH:22][C:17]([C:18]([O:20]C)=[O:19])=[CH:16][CH:15]=2)[CH2:7][CH2:6]1)(=[O:4])[CH2:2][CH3:3].[OH-].[Na+]. The catalyst is C(O)C. The product is [C:1]([N:5]1[CH2:6][CH2:7][CH:8]([NH:11][C:12](=[O:24])[NH:13][C:14]2[CH:15]=[CH:16][C:17]([C:18]([OH:20])=[O:19])=[CH:22][CH:23]=2)[CH2:9][CH2:10]1)(=[O:4])[CH2:2][CH3:3]. The yield is 0.600.